Dataset: Forward reaction prediction with 1.9M reactions from USPTO patents (1976-2016). Task: Predict the product of the given reaction. (1) Given the reactants C[O:2][C:3]([C:5]1[CH:10]=[C:9]([O:11][C:12]2[C:21]3[C:16](=[CH:17][CH:18]=[CH:19][CH:20]=3)[C:15]([NH:22][C:23]([NH:25][C:26]3[CH:31]=[C:30]([C:32]([CH3:35])([CH3:34])[CH3:33])[CH:29]=[C:28]([NH:36][S:37]([CH3:40])(=[O:39])=[O:38])[C:27]=3[O:41][CH3:42])=[O:24])=[CH:14][CH:13]=2)[CH:8]=[CH:7][N:6]=1)=[O:4].O.[Li+].[OH-].Cl, predict the reaction product. The product is: [C:32]([C:30]1[CH:29]=[C:28]([NH:36][S:37]([CH3:40])(=[O:38])=[O:39])[C:27]([O:41][CH3:42])=[C:26]([NH:25][C:23](=[O:24])[NH:22][C:15]2[C:16]3[C:21](=[CH:20][CH:19]=[CH:18][CH:17]=3)[C:12]([O:11][C:9]3[CH:8]=[CH:7][N:6]=[C:5]([C:3]([OH:4])=[O:2])[CH:10]=3)=[CH:13][CH:14]=2)[CH:31]=1)([CH3:35])([CH3:33])[CH3:34]. (2) Given the reactants [ClH:1].CN[O:4][CH3:5].C([N:8]([CH2:11][CH3:12])[CH2:9][CH3:10])C.[ClH:13].[CH2:14](N=C=NCCCN(C)C)C.[CH3:25][N:26](C)[CH:27]=[O:28], predict the reaction product. The product is: [Cl:1][C:9]1[N:8]=[C:11]([Cl:13])[CH:12]=[CH:14][C:10]=1[C:27]([N:26]([O:4][CH3:5])[CH3:25])=[O:28]. (3) Given the reactants Br[C:2]1[CH:3]=[C:4]([CH2:9][NH:10][C:11]([C:13]2[CH:18]=[CH:17][CH:16]=[C:15]([C:19]([NH:21][CH2:22][C:23]3[C:24]([NH:36][CH:37]4[CH2:42][CH2:41][O:40][CH2:39][CH2:38]4)=[C:25]4[CH:33]=[N:32][N:31]([CH2:34][CH3:35])[C:26]4=[N:27][C:28]=3[CH2:29][CH3:30])=[O:20])[N:14]=2)=[O:12])[CH:5]=[CH:6][C:7]=1[CH3:8].[CH:43]([C:45]1[CH:46]=[C:47](B(O)O)[CH:48]=[CH:49][CH:50]=1)=[O:44].C(=O)([O-])[O-].[K+].[K+], predict the reaction product. The product is: [CH2:34]([N:31]1[C:26]2=[N:27][C:28]([CH2:29][CH3:30])=[C:23]([CH2:22][NH:21][C:19]([C:15]3[CH:16]=[CH:17][CH:18]=[C:13]([C:11]([NH:10][CH2:9][C:4]4[CH:3]=[C:2]([C:49]5[CH:48]=[CH:47][CH:46]=[C:45]([CH:43]=[O:44])[CH:50]=5)[C:7]([CH3:8])=[CH:6][CH:5]=4)=[O:12])[N:14]=3)=[O:20])[C:24]([NH:36][CH:37]3[CH2:42][CH2:41][O:40][CH2:39][CH2:38]3)=[C:25]2[CH:33]=[N:32]1)[CH3:35]. (4) Given the reactants [Br:1][C:2]1[CH:25]=[CH:24][C:5]([CH2:6][NH:7][C:8](=[O:23])[C:9]2[CH:14]=[C:13]([N:15]3[CH2:20][CH2:19][O:18][CH2:17][CH2:16]3)[C:12]([F:21])=[CH:11][C:10]=2[OH:22])=[C:4]([F:26])[CH:3]=1.C([O-])([O-])=O.[K+].[K+].Br[CH2:34][C:35]([O:37][CH2:38][CH3:39])=[O:36].Cl, predict the reaction product. The product is: [CH2:38]([O:37][C:35](=[O:36])[CH2:34][O:22][C:10]1[CH:11]=[C:12]([F:21])[C:13]([N:15]2[CH2:16][CH2:17][O:18][CH2:19][CH2:20]2)=[CH:14][C:9]=1[C:8](=[O:23])[NH:7][CH2:6][C:5]1[CH:24]=[CH:25][C:2]([Br:1])=[CH:3][C:4]=1[F:26])[CH3:39].